This data is from Forward reaction prediction with 1.9M reactions from USPTO patents (1976-2016). The task is: Predict the product of the given reaction. Given the reactants [CH2:1]([O:3][C:4]1[CH:5]=[C:6]([CH:9]=[CH:10][C:11]=1[O:12][CH2:13][CH2:14][CH2:15][CH2:16][CH2:17][CH2:18][OH:19])[CH:7]=O)[CH3:2].[CH3:20][O:21][C:22]1[CH:23]=[C:24]([CH2:30][C:31]#[N:32])[CH:25]=[CH:26][C:27]=1[O:28][CH3:29], predict the reaction product. The product is: [CH3:20][O:21][C:22]1[CH:23]=[C:24](/[C:30](=[CH:7]/[C:6]2[CH:9]=[CH:10][C:11]([O:12][CH2:13][CH2:14][CH2:15][CH2:16][CH2:17][CH2:18][OH:19])=[C:4]([O:3][CH2:1][CH3:2])[CH:5]=2)/[C:31]#[N:32])[CH:25]=[CH:26][C:27]=1[O:28][CH3:29].